From a dataset of Forward reaction prediction with 1.9M reactions from USPTO patents (1976-2016). Predict the product of the given reaction. (1) Given the reactants C[O:2][C:3]1[CH:4]=[C:5]2[C:9](=[CH:10][C:11]=1[C:12]([F:15])([F:14])[F:13])[NH:8][CH2:7][CH2:6]2.I[Si](C)(C)C.CO, predict the reaction product. The product is: [OH:2][C:3]1[CH:4]=[C:5]2[C:9](=[CH:10][C:11]=1[C:12]([F:15])([F:13])[F:14])[NH:8][CH2:7][CH2:6]2. (2) Given the reactants [CH:1]([C:4]1[CH:9]=[CH:8][C:7]([CH3:10])=[CH:6][C:5]=1[NH:11][C:12]([NH2:14])=[S:13])([CH3:3])[CH3:2].[K].BrC[CH2:18][CH:19](Br)[CH3:20].[CH3:22]C(=O)CC, predict the reaction product. The product is: [CH:1]([C:4]1[CH:9]=[CH:8][C:7]([CH3:10])=[CH:6][C:5]=1[N:11]1[CH2:20][CH:19]([CH3:18])[CH2:22][S:13][C:12]1=[NH:14])([CH3:3])[CH3:2]. (3) Given the reactants Cl[CH2:2][C:3]1[CH:4]=[C:5]([CH:17]=[C:18]([CH3:20])[CH:19]=1)[O:6][C:7]1[CH:12]=[CH:11][C:10]([C:13]([F:16])([F:15])[F:14])=[CH:9][N:8]=1.[P:21]([O:28]CC)([O:25][CH2:26][CH3:27])[O:22][CH2:23][CH3:24], predict the reaction product. The product is: [CH2:23]([O:22][P:21]([CH2:2][C:3]1[CH:4]=[C:5]([CH:17]=[C:18]([CH3:20])[CH:19]=1)[O:6][C:7]1[CH:12]=[CH:11][C:10]([C:13]([F:16])([F:15])[F:14])=[CH:9][N:8]=1)([O:25][CH2:26][CH3:27])=[O:28])[CH3:24]. (4) Given the reactants [Cl:1][C:2]1[C:7]([C:8]([F:11])([F:10])[F:9])=[CH:6][CH:5]=[CH:4][C:3]=1[C:12]([N:14]1[CH2:19][CH2:18][N:17]([C:20]2[CH:25]=[C:24]([N:26]3[CH2:30][CH2:29][CH2:28][CH2:27]3)[CH:23]=[CH:22][C:21]=2C)[C:16](=[O:32])[CH2:15]1)=[O:13].Br[C:34]1C(C)=C(C=CC=1)N, predict the reaction product. The product is: [Cl:1][C:2]1[C:7]([C:8]([F:10])([F:9])[F:11])=[CH:6][CH:5]=[CH:4][C:3]=1[C:12]([N:14]1[CH2:19][CH2:18][N:17]([C:20]2[CH:21]=[CH:22][CH:23]=[C:24]([N:26]3[CH2:27][CH2:28][CH2:29][CH2:30]3)[C:25]=2[CH3:34])[C:16](=[O:32])[CH2:15]1)=[O:13]. (5) The product is: [CH3:13][O:14][C:15]1[CH:16]=[C:17]2[C:18](=[CH:22][CH:23]=1)[C:19](=[O:21])[O:20][CH2:1][CH2:24]2. Given the reactants [CH2:1]([Li])CCC.C(NC(C)C)(C)C.[CH3:13][O:14][C:15]1[CH:23]=[CH:22][C:18]([C:19]([OH:21])=[O:20])=[C:17]([CH3:24])[CH:16]=1.C=O, predict the reaction product. (6) The product is: [NH2:17][C:16]1[CH:15]=[CH:14][C:13]([CH3:12])=[C:19]([C:2]2[CH:3]=[CH:4][C:5]([C:8]([OH:11])([CH3:10])[CH3:9])=[N:6][CH:7]=2)[CH:18]=1. Given the reactants Br[C:2]1[CH:3]=[CH:4][C:5]([C:8]([OH:11])([CH3:10])[CH3:9])=[N:6][CH:7]=1.[CH3:12][C:13]1[CH:19]=[CH:18][C:16]([NH2:17])=[CH:15][C:14]=1B1OC(C)(C)C(C)(C)O1.C(=O)(O)[O-].[Na+], predict the reaction product. (7) Given the reactants Br[C:2]1[N:3]=[CH:4][C:5]([NH:8][C:9]2[S:13][N:12]=[C:11]([CH3:14])[C:10]=2[C:15]([NH:17][C:18]2[CH:23]=[CH:22][C:21]([F:24])=[C:20]([F:25])[CH:19]=2)=[O:16])=[N:6][CH:7]=1.[CH:26](B1OB(C=C)OB(C=C)O1)=[CH2:27].N1C=CC=CC=1.CN(C1C(C2C(P(C3CCCCC3)C3CCCCC3)=CC=CC=2)=CC=CC=1)C.C(=O)([O-])[O-].[K+].[K+], predict the reaction product. The product is: [F:25][C:20]1[CH:19]=[C:18]([NH:17][C:15]([C:10]2[C:11]([CH3:14])=[N:12][S:13][C:9]=2[NH:8][C:5]2[CH:4]=[N:3][C:2]([CH:26]=[CH2:27])=[CH:7][N:6]=2)=[O:16])[CH:23]=[CH:22][C:21]=1[F:24]. (8) Given the reactants [Cl:1][C:2]1[N:7]=[C:6]([OH:8])[CH:5]=[CH:4][CH:3]=1.C(=O)([O-])[O-].[K+].[K+].Cl[CH2:16][O:17][CH2:18][CH2:19][Si:20]([CH3:23])([CH3:22])[CH3:21], predict the reaction product. The product is: [Cl:1][C:2]1[CH:3]=[CH:4][CH:5]=[C:6]([O:8][CH2:16][O:17][CH2:18][CH2:19][Si:20]([CH3:23])([CH3:22])[CH3:21])[N:7]=1.